This data is from Catalyst prediction with 721,799 reactions and 888 catalyst types from USPTO. The task is: Predict which catalyst facilitates the given reaction. The catalyst class is: 2. Reactant: [C:1]([NH:8][C:9]1[S:10][CH:11]=[C:12]([C:14](OCC)=[O:15])[N:13]=1)([O:3][C:4]([CH3:7])([CH3:6])[CH3:5])=[O:2].CC(C[AlH]CC(C)C)C. Product: [C:1]([NH:8][C:9]1[S:10][CH:11]=[C:12]([CH2:14][OH:15])[N:13]=1)([O:3][C:4]([CH3:7])([CH3:6])[CH3:5])=[O:2].